From a dataset of Full USPTO retrosynthesis dataset with 1.9M reactions from patents (1976-2016). Predict the reactants needed to synthesize the given product. (1) Given the product [ClH:22].[CH:13]1([CH2:19][CH2:20][NH:9][CH2:10][CH2:11][OH:12])[CH2:18][CH2:17][CH2:16][CH2:15][CH2:14]1, predict the reactants needed to synthesize it. The reactants are: C(=O)([O-])[O-].[K+].[K+].[I-].[Na+].[NH2:9][CH2:10][CH2:11][OH:12].[CH:13]1([CH2:19][CH2:20]Br)[CH2:18][CH2:17][CH2:16][CH2:15][CH2:14]1.[Cl-:22].[NH4+]. (2) Given the product [Cl:22][C:17]1[CH:16]=[C:15]([NH:14][C:5]2[C:4]3[C:9](=[CH:10][CH:11]=[C:2]([NH:1][CH2:36][C:32]4[NH:33][C:34]5[C:30]([CH:31]=4)=[CH:29][CH:28]=[C:27]([CH2:26][N:24]([CH3:23])[CH3:25])[CH:35]=5)[CH:3]=3)[N:8]=[CH:7][C:6]=2[C:12]#[N:13])[CH:20]=[CH:19][C:18]=1[F:21], predict the reactants needed to synthesize it. The reactants are: [NH2:1][C:2]1[CH:3]=[C:4]2[C:9](=[CH:10][CH:11]=1)[N:8]=[CH:7][C:6]([C:12]#[N:13])=[C:5]2[NH:14][C:15]1[CH:20]=[CH:19][C:18]([F:21])=[C:17]([Cl:22])[CH:16]=1.[CH3:23][N:24]([CH2:26][C:27]1[CH:35]=[C:34]2[C:30]([CH:31]=[C:32]([CH:36]=O)[NH:33]2)=[CH:29][CH:28]=1)[CH3:25].[BH3-]C#N.[Na+]. (3) Given the product [Cl:15][C:16]1[CH:17]=[CH:18][C:19]2[O:28][C:27]3[CH:29]=[CH:30][CH:31]=[CH:32][C:26]=3[C:25]3[C:21](=[C:22]([CH2:33][O:34][CH2:5][CH2:4][N:3]([CH3:7])[CH3:2])[S:23][CH:24]=3)[C:20]=2[CH:35]=1, predict the reactants needed to synthesize it. The reactants are: Cl.[CH3:2][N:3]([CH3:7])[CH2:4][CH2:5]Cl.C1(C)C=CC=CC=1.[Cl:15][C:16]1[CH:17]=[CH:18][C:19]2[O:28][C:27]3[CH:29]=[CH:30][CH:31]=[CH:32][C:26]=3[C:25]3[C:21](=[C:22]([CH2:33][OH:34])[S:23][CH:24]=3)[C:20]=2[CH:35]=1.